Dataset: Forward reaction prediction with 1.9M reactions from USPTO patents (1976-2016). Task: Predict the product of the given reaction. Given the reactants [F:1][C:2]([F:39])([F:38])[C:3]([C:9]1[CH:37]=[CH:36][C:12]([CH2:13][N:14]2[CH2:19][CH2:18][CH:17]([CH2:20][C:21]3[CH:26]=[CH:25][C:24]([NH:27][C:28]([NH:30][CH:31]4[CH2:35][CH2:34][S:33][CH2:32]4)=[O:29])=[CH:23][CH:22]=3)[CH2:16][CH2:15]2)=[CH:11][CH:10]=1)([OH:8])[C:4]([F:7])([F:6])[F:5].ClC1C=C(C=CC=1)C(OO)=[O:45], predict the reaction product. The product is: [F:5][C:4]([F:7])([F:6])[C:3]([C:9]1[CH:10]=[CH:11][C:12]([CH2:13][N:14]2[CH2:19][CH2:18][CH:17]([CH2:20][C:21]3[CH:26]=[CH:25][C:24]([NH:27][C:28]([NH:30][CH:31]4[CH2:35][CH2:34][S:33](=[O:45])[CH2:32]4)=[O:29])=[CH:23][CH:22]=3)[CH2:16][CH2:15]2)=[CH:36][CH:37]=1)([OH:8])[C:2]([F:38])([F:1])[F:39].